From a dataset of Forward reaction prediction with 1.9M reactions from USPTO patents (1976-2016). Predict the product of the given reaction. (1) Given the reactants Cl[C:2]1[CH:3]=[CH:4][C:5]([N+:8]([O-:10])=[O:9])=[N:6][CH:7]=1.[NH3:11].O, predict the reaction product. The product is: [N+:8]([C:5]1[N:6]=[CH:7][C:2]([NH2:11])=[CH:3][CH:4]=1)([O-:10])=[O:9]. (2) Given the reactants [C:1]1([CH:7]([C:20]2[CH:25]=[CH:24][CH:23]=[CH:22][CH:21]=2)[CH2:8][N:9]2[CH:14]=[CH:13][CH:12]=[C:11]([C:15]([O:17]C)=[O:16])[C:10]2=[O:19])[CH:6]=[CH:5][CH:4]=[CH:3][CH:2]=1.C1COCC1.CO.[OH-].[Na+], predict the reaction product. The product is: [C:20]1([CH:7]([C:1]2[CH:6]=[CH:5][CH:4]=[CH:3][CH:2]=2)[CH2:8][N:9]2[CH:14]=[CH:13][CH:12]=[C:11]([C:15]([OH:17])=[O:16])[C:10]2=[O:19])[CH:21]=[CH:22][CH:23]=[CH:24][CH:25]=1. (3) The product is: [CH3:11][C:3]1[CH:4]=[C:5]([C:7]([O:9][CH3:10])=[O:8])[S:6][C:2]=1[C:25]1[N:29]([CH3:30])[N:28]=[CH:27][CH:26]=1. Given the reactants Br[C:2]1[S:6][C:5]([C:7]([O:9][CH3:10])=[O:8])=[CH:4][C:3]=1[CH3:11].C([O-])([O-])=O.[K+].[K+].CC1(C)COB([C:25]2[N:29]([CH3:30])[N:28]=[CH:27][CH:26]=2)OC1, predict the reaction product. (4) Given the reactants [OH:1][CH:2]([CH2:19][NH:20][CH2:21][C:22]1[CH:27]=[CH:26][CH:25]=[C:24]([C:28]#[C:29][Si](C)(C)C)[CH:23]=1)[CH:3]([NH:11][C:12](=[O:18])[O:13][C:14]([CH3:17])([CH3:16])[CH3:15])[CH2:4][C:5]1[CH:10]=[CH:9][CH:8]=[CH:7][CH:6]=1.C([O-])([O-])=O.[K+].[K+], predict the reaction product. The product is: [C:28]([C:24]1[CH:23]=[C:22]([CH:27]=[CH:26][CH:25]=1)[CH2:21][NH:20][CH2:19][CH:2]([OH:1])[CH:3]([NH:11][C:12](=[O:18])[O:13][C:14]([CH3:17])([CH3:16])[CH3:15])[CH2:4][C:5]1[CH:6]=[CH:7][CH:8]=[CH:9][CH:10]=1)#[CH:29]. (5) Given the reactants Br[C:2]1[CH:7]=[CH:6][C:5]([N+:8]([O-:10])=[O:9])=[CH:4][CH:3]=1.[Cl:11][C:12]1[CH:17]=[CH:16][C:15](B(O)O)=[CH:14][CH:13]=1, predict the reaction product. The product is: [Cl:11][C:12]1[CH:17]=[CH:16][C:15]([C:2]2[CH:7]=[CH:6][C:5]([N+:8]([O-:10])=[O:9])=[CH:4][CH:3]=2)=[CH:14][CH:13]=1. (6) Given the reactants [N:1]([CH2:4][CH2:5][C:6]([CH3:18])([CH3:17])[CH2:7][CH2:8][O:9][Si](C(C)(C)C)(C)C)=[N+:2]=[N-:3].CCCC[N+](CCCC)(CCCC)CCCC.[F-], predict the reaction product. The product is: [N:1]([CH2:4][CH2:5][C:6]([CH3:18])([CH3:17])[CH2:7][CH2:8][OH:9])=[N+:2]=[N-:3]. (7) The product is: [Cl:1][C:2]1[CH:7]=[CH:6][C:5]([CH:8]([C:27]2[CH:28]=[CH:29][C:30]([Cl:33])=[CH:31][CH:32]=2)[N:9]2[CH2:10][C:11](=[CH:13][S:14]([CH2:17][C:18]3[CH:19]=[C:20]([CH:24]=[CH:25][CH:26]=3)[C:21]([NH:37][CH2:36][CH:35]([CH3:34])[CH2:38][CH3:39])=[O:23])(=[O:16])=[O:15])[CH2:12]2)=[CH:4][CH:3]=1. Given the reactants [Cl:1][C:2]1[CH:7]=[CH:6][C:5]([CH:8]([C:27]2[CH:32]=[CH:31][C:30]([Cl:33])=[CH:29][CH:28]=2)[N:9]2[CH2:12][C:11](=[CH:13][S:14]([CH2:17][C:18]3[CH:19]=[C:20]([CH:24]=[CH:25][CH:26]=3)[C:21]([OH:23])=O)(=[O:16])=[O:15])[CH2:10]2)=[CH:4][CH:3]=1.[CH3:34][CH:35]([CH2:38][CH3:39])[CH2:36][NH2:37], predict the reaction product.